Dataset: Forward reaction prediction with 1.9M reactions from USPTO patents (1976-2016). Task: Predict the product of the given reaction. (1) Given the reactants C(=[N:14][C:15]1[CH:20]=[CH:19][C:18]([C:21]2([C:28]#[N:29])[CH2:26][CH2:25][N:24]([CH3:27])[CH2:23][CH2:22]2)=[CH:17][CH:16]=1)(C1C=CC=CC=1)C1C=CC=CC=1.C([O-])(=O)C.[Na+].Cl.NO, predict the reaction product. The product is: [NH2:14][C:15]1[CH:20]=[CH:19][C:18]([C:21]2([C:28]#[N:29])[CH2:26][CH2:25][N:24]([CH3:27])[CH2:23][CH2:22]2)=[CH:17][CH:16]=1. (2) The product is: [NH2:4][C@:5]1([C:28]([OH:30])=[O:29])[C@@H:9]([CH2:10][CH2:11][CH2:12][B:13]([OH:14])[OH:15])[CH2:8][N:7]([CH2:16][CH:17]2[CH2:26][C:25]3[C:20](=[CH:21][CH:22]=[C:23]([Cl:27])[CH:24]=3)[CH2:19][NH:18]2)[CH2:6]1. Given the reactants Cl.Cl.Cl.[NH2:4][C@:5]1([C:28]([OH:30])=[O:29])[C@@H:9]([CH2:10][CH2:11][CH2:12][B:13]([OH:15])[OH:14])[CH2:8][N:7]([CH2:16][CH:17]2[CH2:26][C:25]3[C:20](=[CH:21][CH:22]=[C:23]([Cl:27])[CH:24]=3)[CH2:19][NH:18]2)[CH2:6]1.ClC1C=C(C=CC=1)C[C@@H](C(O)=O)N, predict the reaction product. (3) Given the reactants Br.[Cl:2][C:3]1[CH:4]=[CH:5][C:6]([N:16]2[CH:20]=[C:19]([O:21]CC)[N:18]=[N:17]2)=[C:7]([C:9]2[N:14]=[CH:13][N:12]=[C:11]([OH:15])[CH:10]=2)[CH:8]=1.[Al+3].[Cl-].[Cl-].[Cl-].CO.Cl, predict the reaction product. The product is: [Cl:2][C:3]1[CH:4]=[CH:5][C:6]([N:16]2[CH:20]=[C:19]([OH:21])[N:18]=[N:17]2)=[C:7]([C:9]2[N:14]=[CH:13][N:12]=[C:11]([OH:15])[CH:10]=2)[CH:8]=1. (4) Given the reactants [Cl:1][C:2]1[CH:7]=[CH:6][CH:5]=[CH:4][C:3]=1[C:8]1[N:12]2[C:13]3[C:18]([N:19]=[C:20]([CH3:21])[C:11]2=[C:10]([CH3:24])[N:9]=1)=[CH:17][C:16]([O:22]C)=[CH:15][CH:14]=3.B(Br)(Br)Br.C(=O)([O-])[O-].[K+].[K+], predict the reaction product. The product is: [Cl:1][C:2]1[CH:7]=[CH:6][CH:5]=[CH:4][C:3]=1[C:8]1[N:12]2[C:13]3[C:18]([N:19]=[C:20]([CH3:21])[C:11]2=[C:10]([CH3:24])[N:9]=1)=[CH:17][C:16]([OH:22])=[CH:15][CH:14]=3. (5) Given the reactants C(N(CC)CC)C.S(Cl)(C)(=O)=O.[CH3:13][O:14][C:15]([CH:17]1[CH:21]([C@H:22]([CH3:25])[CH2:23]O)[CH2:20][N:19]([C:26]([O:28][CH2:29][C:30]2[CH:35]=[CH:34][CH:33]=[CH:32][CH:31]=2)=[O:27])[CH2:18]1)=[O:16].C(O)(=O)CC(CC(O)=O)(C(O)=O)O.[I-:49].[Na+], predict the reaction product. The product is: [CH3:13][O:14][C:15]([CH:17]1[CH:21]([C@H:22]([CH3:25])[CH2:23][I:49])[CH2:20][N:19]([C:26]([O:28][CH2:29][C:30]2[CH:35]=[CH:34][CH:33]=[CH:32][CH:31]=2)=[O:27])[CH2:18]1)=[O:16]. (6) The product is: [C:1]([O:9][C:10]1([CH2:38][C:37]2[CH:40]=[C:41]([O:45][CH3:46])[C:42]([O:43][CH3:44])=[C:35]([O:34][CH3:33])[CH:36]=2)[C:18]2[C:13](=[CH:14][CH:15]=[C:16]([CH3:19])[CH:17]=2)[N:12]([CH2:20][CH3:21])[C:11]1=[O:22])(=[O:8])[C:2]1[CH:3]=[CH:4][CH:5]=[CH:6][CH:7]=1. Given the reactants [C:1]([O:9][CH:10]1[C:18]2[C:13](=[CH:14][CH:15]=[C:16]([CH3:19])[CH:17]=2)[N:12]([CH2:20][CH3:21])[C:11]1=[O:22])(=[O:8])[C:2]1[CH:7]=[CH:6][CH:5]=[CH:4][CH:3]=1.[Li+].C[Si]([N-][Si](C)(C)C)(C)C.[CH3:33][O:34][C:35]1[CH:36]=[C:37]([CH:40]=[C:41]([O:45][CH3:46])[C:42]=1[O:43][CH3:44])[CH2:38]Cl.Cl, predict the reaction product.